The task is: Predict the reactants needed to synthesize the given product.. This data is from Full USPTO retrosynthesis dataset with 1.9M reactions from patents (1976-2016). (1) The reactants are: FC(F)(F)C(O)=O.C(OC([N:15]1[CH2:24][CH2:23][C:22]2[C:17](=[CH:18][C:19]([O:27][CH3:28])=[C:20]([O:25][CH3:26])[CH:21]=2)[CH:16]1[CH2:29][C:30]1[CH:35]=[CH:34][C:33]([C:36]2[CH:41]=[CH:40][CH:39]=[CH:38][CH:37]=2)=[CH:32][CH:31]=1)=O)(C)(C)C. Given the product [C:33]1([C:36]2[CH:41]=[CH:40][CH:39]=[CH:38][CH:37]=2)[CH:32]=[CH:31][C:30]([CH2:29][CH:16]2[C:17]3[C:22](=[CH:21][C:20]([O:25][CH3:26])=[C:19]([O:27][CH3:28])[CH:18]=3)[CH2:23][CH2:24][NH:15]2)=[CH:35][CH:34]=1, predict the reactants needed to synthesize it. (2) Given the product [CH2:15]([C:2]1[CH:7]=[CH:6][CH:5]=[C:4]([O:8][CH3:9])[N:3]=1)[C:16]1[CH:21]=[CH:20][CH:19]=[CH:18][CH:17]=1, predict the reactants needed to synthesize it. The reactants are: Br[C:2]1[CH:7]=[CH:6][CH:5]=[C:4]([O:8][CH3:9])[N:3]=1.O1CCCC1.[CH2:15](Br)[C:16]1[CH:21]=[CH:20][CH:19]=[CH:18][CH:17]=1.[Mg]. (3) Given the product [CH3:37][O:36][C:32]1[CH:33]=[CH:34][CH:35]=[C:27]([O:26][CH3:25])[C:28]=1[C:29]([NH:1][C:2]1[CH:7]=[CH:6][C:5]([N:8]2[C:14](=[O:15])[CH2:13][C:12](=[O:16])[NH:11][C:10]3[C:17]4[C:22]([CH:23]=[CH:24][C:9]2=3)=[CH:21][CH:20]=[CH:19][CH:18]=4)=[CH:4][CH:3]=1)=[O:30], predict the reactants needed to synthesize it. The reactants are: [NH2:1][C:2]1[CH:7]=[CH:6][C:5]([N:8]2[C:14](=[O:15])[CH2:13][C:12](=[O:16])[NH:11][C:10]3[C:17]4[C:22]([CH:23]=[CH:24][C:9]2=3)=[CH:21][CH:20]=[CH:19][CH:18]=4)=[CH:4][CH:3]=1.[CH3:25][O:26][C:27]1[CH:35]=[CH:34][CH:33]=[C:32]([O:36][CH3:37])[C:28]=1[C:29](Cl)=[O:30].O=C1CC(=O)N(C2C=CC(C(O)=O)=CC=2)C2C=CC3C(C=2N1)=CC=CC=3. (4) Given the product [NH:9]1[C:10]2[CH:16]=[CH:15][C:14]([C:17]3[CH:22]=[CH:21][C:20]4[NH:23][CH:25]=[N:24][C:19]=4[CH:18]=3)=[CH:13][C:11]=2[N:12]=[C:8]1[C:5]1[CH:4]=[CH:3][C:2]([NH2:1])=[CH:7][CH:6]=1, predict the reactants needed to synthesize it. The reactants are: [NH2:1][C:2]1[CH:7]=[CH:6][C:5]([C:8]2[NH:12][C:11]3[CH:13]=[C:14]([C:17]4[CH:18]=[C:19]([NH2:24])[C:20]([NH2:23])=[CH:21][CH:22]=4)[CH:15]=[CH:16][C:10]=3[N:9]=2)=[CH:4][CH:3]=1.[CH:25](O)=O. (5) The reactants are: [OH:1][C@:2]1([CH2:9][NH:10][C:11]([C:13]2[C:14]3[CH:15]=[CH:16][C:17](Cl)=[N:18][C:19]=3[CH:20]=[CH:21][C:22]=2[Cl:23])=[O:12])[CH2:7][CH2:6][CH2:5][C@@H:4]([CH3:8])[CH2:3]1.CCN(C(C)C)C(C)C.[CH3:34][N:35]([CH3:41])[CH:36]1[CH2:40][CH2:39][NH:38][CH2:37]1. Given the product [OH:1][C@:2]1([CH2:9][NH:10][C:11]([C:13]2[C:14]3[CH:15]=[CH:16][C:17]([N:38]4[CH2:39][CH2:40][CH:36]([N:35]([CH3:41])[CH3:34])[CH2:37]4)=[N:18][C:19]=3[CH:20]=[CH:21][C:22]=2[Cl:23])=[O:12])[CH2:7][CH2:6][CH2:5][C@@H:4]([CH3:8])[CH2:3]1, predict the reactants needed to synthesize it.